From a dataset of Forward reaction prediction with 1.9M reactions from USPTO patents (1976-2016). Predict the product of the given reaction. (1) The product is: [Br:16][CH2:2][C:3]1[CH:8]=[CH:7][C:6]([CH3:9])=[CH:5][C:4]=1[O:10][S:11]([CH3:14])(=[O:13])=[O:12]. Given the reactants O[CH2:2][C:3]1[CH:8]=[CH:7][C:6]([CH3:9])=[CH:5][C:4]=1[O:10][S:11]([CH3:14])(=[O:13])=[O:12].C(Br)(Br)(Br)[Br:16].C1C=CC(P(C2C=CC=CC=2)C2C=CC=CC=2)=CC=1, predict the reaction product. (2) Given the reactants [Cl:1][C:2]1[CH:7]=[CH:6][C:5]([CH:8](O)[C:9]2[CH:10]=[N:11][N:12]([CH:19]3[CH2:21][CH2:20]3)[C:13]=2[C:14]([O:16][CH2:17][CH3:18])=[O:15])=[CH:4][CH:3]=1.[NH2:23][C:24]1[CH:25]=[C:26]([CH3:32])[C:27](=[O:31])[N:28]([CH3:30])[CH:29]=1, predict the reaction product. The product is: [Cl:1][C:2]1[CH:7]=[CH:6][C:5]([CH:8]([NH:23][C:24]2[CH:25]=[C:26]([CH3:32])[C:27](=[O:31])[N:28]([CH3:30])[CH:29]=2)[C:9]2[CH:10]=[N:11][N:12]([CH:19]3[CH2:21][CH2:20]3)[C:13]=2[C:14]([O:16][CH2:17][CH3:18])=[O:15])=[CH:4][CH:3]=1.